Dataset: Reaction yield outcomes from USPTO patents with 853,638 reactions. Task: Predict the reaction yield, written as a fraction of the theoretical maximum amount of product (1.0 means a 100% yield; for example, 0.34 means a 34% yield). (1) The reactants are Cl[C:2]1[N:11]=[CH:10][C:9]2[C:4](=[CH:5][CH:6]=[CH:7][CH:8]=2)[N:3]=1.[CH3:12][N:13]([CH3:17])[CH2:14][CH2:15][NH2:16].O1[CH2:23][CH2:22][O:21][CH2:20][CH2:19]1. No catalyst specified. The product is [O:21]1[C:22]2[CH:23]=[CH:9][CH:4]=[CH:5][C:6]=2[CH:19]=[C:20]1[C:2]1[N:11]=[C:10]([NH:16][CH2:15][CH2:14][N:13]([CH3:17])[CH3:12])[C:9]2[C:4](=[CH:5][CH:6]=[CH:7][CH:8]=2)[N:3]=1. The yield is 0.830. (2) The reactants are [CH3:1][C:2]12[CH2:23][CH:6]([N:7]([C:9]([C:11]3[CH:12]=[C:13]4[C:17](=[CH:18][CH:19]=3)[NH:16][CH:15]=[C:14]4[C:20](O)=[O:21])=[O:10])[CH2:8]1)[CH2:5][C:4]([CH3:25])([CH3:24])[CH2:3]2.C(N=C=NC(C)C)(C)C.[NH:35]1[CH2:40][CH2:39][CH2:38][CH2:37][CH2:36]1.CCN(C(C)C)C(C)C. The product is [N:35]1([C:20]([C:14]2[C:13]3[C:17](=[CH:18][CH:19]=[C:11]([C:9]([N:7]4[CH2:8][C:2]5([CH3:1])[CH2:23][CH:6]4[CH2:5][C:4]([CH3:24])([CH3:25])[CH2:3]5)=[O:10])[CH:12]=3)[NH:16][CH:15]=2)=[O:21])[CH2:40][CH2:39][CH2:38][CH2:37][CH2:36]1. The yield is 0.540. The catalyst is C(Cl)Cl.CN(C=O)C.CN(C1C=CN=CC=1)C.ClCCCl. (3) The yield is 1.00. The product is [Si:1]([O:8][CH2:9][CH:10]([NH:20][C:21]([C:23]1[N:24]=[C:25]([N:28]2[CH2:31][CH:30]([O:32][S:34]([CH3:33])(=[O:36])=[O:35])[CH2:29]2)[S:26][CH:27]=1)=[O:22])[CH2:11][O:12][Si:13]([C:16]([CH3:18])([CH3:19])[CH3:17])([CH3:15])[CH3:14])([C:4]([CH3:5])([CH3:6])[CH3:7])([CH3:2])[CH3:3]. The catalyst is C(Cl)Cl. The reactants are [Si:1]([O:8][CH2:9][CH:10]([NH:20][C:21]([C:23]1[N:24]=[C:25]([N:28]2[CH2:31][CH:30]([OH:32])[CH2:29]2)[S:26][CH:27]=1)=[O:22])[CH2:11][O:12][Si:13]([C:16]([CH3:19])([CH3:18])[CH3:17])([CH3:15])[CH3:14])([C:4]([CH3:7])([CH3:6])[CH3:5])([CH3:3])[CH3:2].[CH3:33][S:34](Cl)(=[O:36])=[O:35].C(N(CC)CC)C.